From a dataset of Full USPTO retrosynthesis dataset with 1.9M reactions from patents (1976-2016). Predict the reactants needed to synthesize the given product. (1) Given the product [Cl:24][C:5]1[C:6]2[CH:11]=[C:10]([CH3:12])[S:9][C:7]=2[N:8]=[C:3]([C:2]([F:21])([F:1])[C:14]2[CH:19]=[CH:18][C:17]([F:20])=[CH:16][CH:15]=2)[N:4]=1, predict the reactants needed to synthesize it. The reactants are: [F:1][C:2]([F:21])([C:14]1[CH:19]=[CH:18][C:17]([F:20])=[CH:16][CH:15]=1)[C:3]1[NH:4][C:5](=O)[C:6]2[CH:11]=[C:10]([CH3:12])[S:9][C:7]=2[N:8]=1.O=P(Cl)(Cl)[Cl:24]. (2) The reactants are: Cl[C:2]1[O:3][C:4]([C:7]2[N:8]([C:16]([O:18][C:19]([CH3:22])([CH3:21])[CH3:20])=[O:17])[C:9]3[C:14]([CH:15]=2)=[CH:13][CH:12]=[CH:11][CH:10]=3)=[CH:5][N:6]=1.[NH2:23][C:24]1[CH:25]=[C:26]([NH:30][S:31]([CH2:34][C:35]2[CH:40]=[CH:39][CH:38]=[CH:37][CH:36]=2)(=[O:33])=[O:32])[CH:27]=[CH:28][CH:29]=1. Given the product [C:35]1([CH2:34][S:31]([NH:30][C:26]2[CH:25]=[C:24]([NH:23][C:2]3[O:3][C:4]([C:7]4[N:8]([C:16]([O:18][C:19]([CH3:22])([CH3:21])[CH3:20])=[O:17])[C:9]5[C:14]([CH:15]=4)=[CH:13][CH:12]=[CH:11][CH:10]=5)=[CH:5][N:6]=3)[CH:29]=[CH:28][CH:27]=2)(=[O:32])=[O:33])[CH:40]=[CH:39][CH:38]=[CH:37][CH:36]=1, predict the reactants needed to synthesize it. (3) Given the product [CH3:20][O:21][C:22]1[CH:29]=[C:28]([CH3:30])[C:27]([O:31][CH3:32])=[CH:26][C:23]=1[CH:24]([OH:25])[C:9]#[C:8][C:6]1[CH:7]=[CH:2][CH:3]=[CH:4][CH:5]=1, predict the reactants needed to synthesize it. The reactants are: F[C:2]1[CH:3]=[CH:4][C:5](OC)=[C:6]([CH:8](O)[C:9]#CC2C=CC=CC=2)[CH:7]=1.[CH3:20][O:21][C:22]1[CH:29]=[C:28]([CH3:30])[C:27]([O:31][CH3:32])=[CH:26][C:23]=1[CH:24]=[O:25]. (4) Given the product [O:33]=[S:2]1(=[O:1])[C:6]2[CH:7]=[CH:8][CH:9]=[CH:10][C:5]=2[C:4]([NH:11][C@@H:12]([CH2:17][C:18]2[CH:23]=[CH:22][C:21]([O:24][CH2:25][C:26]3[C:27]([CH3:32])=[N:28][O:29][C:30]=3[CH3:31])=[CH:20][CH:19]=2)[C:13]([OH:15])=[O:14])=[N:3]1, predict the reactants needed to synthesize it. The reactants are: [O:1]=[S:2]1(=[O:33])[C:6]2[CH:7]=[CH:8][CH:9]=[CH:10][C:5]=2[C:4]([NH:11][C@@H:12]([CH2:17][C:18]2[CH:23]=[CH:22][C:21]([O:24][CH2:25][C:26]3[C:27]([CH3:32])=[N:28][O:29][C:30]=3[CH3:31])=[CH:20][CH:19]=2)[C:13]([O:15]C)=[O:14])=[N:3]1.[Li+].[OH-].Cl.O. (5) Given the product [Br:1][C:2]1[CH:15]=[CH:14][C:13]2[CH:12]([OH:16])[C:11]3[C:6](=[CH:7][CH:8]=[CH:9][CH:10]=3)[CH:5]([OH:17])[C:4]=2[CH:3]=1, predict the reactants needed to synthesize it. The reactants are: [Br:1][C:2]1[CH:15]=[CH:14][C:13]2[C:12](=[O:16])[C:11]3[C:6](=[CH:7][CH:8]=[CH:9][CH:10]=3)[C:5](=[O:17])[C:4]=2[CH:3]=1.C1([Li])C=CC=CC=1. (6) Given the product [Si:11]([O:18][CH2:19][C@@H:20]1[CH:24]=[CH:23][C:22](=[O:25])[N:21]1[C:26]([O:28][C:29]([CH3:32])([CH3:31])[CH3:30])=[O:27])([C:14]([CH3:17])([CH3:16])[CH3:15])([CH3:13])[CH3:12], predict the reactants needed to synthesize it. The reactants are: C[Si]([N-][Si](C)(C)C)(C)C.[Na+].[Si:11]([O:18][CH2:19][C@@H:20]1[CH2:24][CH2:23][C:22](=[O:25])[N:21]1[C:26]([O:28][C:29]([CH3:32])([CH3:31])[CH3:30])=[O:27])([C:14]([CH3:17])([CH3:16])[CH3:15])([CH3:13])[CH3:12].C1([Se]Cl)C=CC=CC=1.OO. (7) Given the product [CH2:28]([N:1]([CH2:37][C:36]1[CH:39]=[CH:25][CH:24]=[CH:16][CH:38]=1)[C:2]1[CH:3]=[C:4]([C:12]([O:14][CH3:15])=[O:13])[C:5]([C:8]([O:10][CH3:11])=[O:9])=[CH:6][CH:7]=1)[C:29]1[CH:34]=[CH:33][CH:32]=[CH:31][CH:30]=1, predict the reactants needed to synthesize it. The reactants are: [NH2:1][C:2]1[CH:3]=[C:4]([C:12]([O:14][CH3:15])=[O:13])[C:5]([C:8]([O:10][CH3:11])=[O:9])=[CH:6][CH:7]=1.[C:16]([O-])([O-])=O.[K+].[K+].CN(C)[C:24](=O)[CH3:25].[CH2:28](Cl)[C:29]1[CH:34]=[CH:33][CH:32]=[CH:31][CH:30]=1.[C:36](OC)([CH3:39])([CH3:38])[CH3:37].